Task: Predict the reaction yield, written as a fraction of the theoretical maximum amount of product (1.0 means a 100% yield; for example, 0.34 means a 34% yield).. Dataset: Reaction yield outcomes from USPTO patents with 853,638 reactions The reactants are [NH2:1][C:2]1[C:3]([C:19]2[O:23][C:22]([C:24]3[CH:33]=[CH:32][C:27]([C:28](OC)=[O:29])=[CH:26][CH:25]=3)=[N:21][N:20]=2)=[N:4][C:5]([C:8]2[CH:13]=[CH:12][C:11]([C:14](=O)[N:15]([CH3:17])[CH3:16])=[CH:10][CH:9]=2)=[CH:6][N:7]=1.CC(C[AlH]CC(C)C)C.Cl.[OH-].[Na+]. The catalyst is C1COCC1. The product is [NH2:1][C:2]1[C:3]([C:19]2[O:23][C:22]([C:24]3[CH:25]=[CH:26][C:27]([CH2:28][OH:29])=[CH:32][CH:33]=3)=[N:21][N:20]=2)=[N:4][C:5]([C:8]2[CH:13]=[CH:12][C:11]([CH2:14][N:15]([CH3:17])[CH3:16])=[CH:10][CH:9]=2)=[CH:6][N:7]=1. The yield is 0.330.